From a dataset of Forward reaction prediction with 1.9M reactions from USPTO patents (1976-2016). Predict the product of the given reaction. (1) Given the reactants C(N(CC)CC)C.[Si:8]([O:15][C@@H:16]([CH3:37])[C@@H:17]([OH:36])[CH2:18][CH2:19][C:20]1[C:25]2[N:26]=[C:27]([C:29]3[CH:34]=[CH:33][C:32]([Cl:35])=[CH:31][CH:30]=3)[O:28][C:24]=2[CH:23]=[CH:22][CH:21]=1)([C:11]([CH3:14])([CH3:13])[CH3:12])([CH3:10])[CH3:9].[CH3:38][S:39](Cl)(=[O:41])=[O:40], predict the reaction product. The product is: [CH3:38][S:39]([O:36][C@H:17]([C@@H:16]([O:15][Si:8]([C:11]([CH3:14])([CH3:12])[CH3:13])([CH3:10])[CH3:9])[CH3:37])[CH2:18][CH2:19][C:20]1[C:25]2[N:26]=[C:27]([C:29]3[CH:30]=[CH:31][C:32]([Cl:35])=[CH:33][CH:34]=3)[O:28][C:24]=2[CH:23]=[CH:22][CH:21]=1)(=[O:41])=[O:40]. (2) Given the reactants ClC1C(C[F:9])=CC=CN=1.[CH3:10][O:11][C:12]1[CH:19]=[CH:18][C:15]([CH2:16][NH2:17])=[CH:14][CH:13]=1.CC[N:22]([CH:26](C)C)C(C)C.[CH2:29](O)[CH2:30][CH2:31][CH3:32], predict the reaction product. The product is: [F:9][C:32]1[C:26]([NH:17][CH2:16][C:15]2[CH:18]=[CH:19][C:12]([O:11][CH3:10])=[CH:13][CH:14]=2)=[N:22][CH:29]=[CH:30][CH:31]=1. (3) Given the reactants [NH:1]1[C:5]2=[N:6][CH:7]=[CH:8][CH:9]=[C:4]2[C:3](/[CH:10]=[C:11]2/[C:12](=[O:17])[NH:13][C:14](=S)[NH:15]/2)=[CH:2]1.[CH:18]1([CH2:21][NH2:22])[CH2:20][CH2:19]1, predict the reaction product. The product is: [CH:18]1([CH2:21][NH:22][C:14]2[NH:13][C:12](=[O:17])/[C:11](=[CH:10]/[C:3]3[C:4]4[C:5](=[N:6][CH:7]=[CH:8][CH:9]=4)[NH:1][CH:2]=3)/[N:15]=2)[CH2:20][CH2:19]1. (4) Given the reactants [C:1]([NH:4][NH:5][C:6](=[O:16])[C:7]1[CH:12]=[CH:11][C:10]([N+:13]([O-:15])=[O:14])=[CH:9][CH:8]=1)(=O)[CH3:2], predict the reaction product. The product is: [CH3:2][C:1]1[O:16][C:6]([C:7]2[CH:8]=[CH:9][C:10]([N+:13]([O-:15])=[O:14])=[CH:11][CH:12]=2)=[N:5][N:4]=1.